Predict the reactants needed to synthesize the given product. From a dataset of Full USPTO retrosynthesis dataset with 1.9M reactions from patents (1976-2016). Given the product [CH3:1][O:2][C:3]1[C:4](=[O:25])[C:5]([C:21]([OH:23])=[O:22])=[N:6][N:7]([C:9]2[C:19]([F:20])=[CH:18][C:12]3[O:13][C:14]([F:16])([F:17])[O:15][C:11]=3[CH:10]=2)[CH:8]=1, predict the reactants needed to synthesize it. The reactants are: [CH3:1][O:2][C:3]1[C:4](=[O:25])[C:5]([C:21]([O:23]C)=[O:22])=[N:6][N:7]([C:9]2[C:19]([F:20])=[CH:18][C:12]3[O:13][C:14]([F:17])([F:16])[O:15][C:11]=3[CH:10]=2)[CH:8]=1.[OH-].[Na+].Cl.